Dataset: Catalyst prediction with 721,799 reactions and 888 catalyst types from USPTO. Task: Predict which catalyst facilitates the given reaction. Reactant: Cl.[NH2:2][C@H:3]1[CH2:8][CH2:7][C@H:6]([NH:9][C:10](=[O:27])[C:11]2[CH:16]=[C:15]([F:17])[CH:14]=[N:13][C:12]=2[O:18][C:19]2[CH:24]=[CH:23][CH:22]=[C:21]([S:25][CH3:26])[CH:20]=2)[CH2:5][CH2:4]1.C(N(CC)CC)C.[CH3:35][C:36]([CH3:42])([CH2:40][OH:41])[C:37](O)=[O:38].Cl.CN(C)CCCN=C=NCC.ON1C2C=CC=CC=2N=N1. Product: [F:17][C:15]1[CH:14]=[N:13][C:12]([O:18][C:19]2[CH:24]=[CH:23][CH:22]=[C:21]([S:25][CH3:26])[CH:20]=2)=[C:11]([CH:16]=1)[C:10]([NH:9][C@H:6]1[CH2:7][CH2:8][C@@H:3]([NH:2][C:37](=[O:38])[C:36]([CH3:42])([CH3:35])[CH2:40][OH:41])[CH2:4][CH2:5]1)=[O:27]. The catalyst class is: 9.